Predict the product of the given reaction. From a dataset of Forward reaction prediction with 1.9M reactions from USPTO patents (1976-2016). (1) Given the reactants [N:1]1([C:7]2[S:8]/[C:9](=[CH:13]\[C:14]3[CH:19]=[CH:18][C:17]([F:20])=[CH:16][C:15]=3[OH:21])/[C:10](=[O:12])[N:11]=2)[CH2:6][CH2:5][CH2:4][CH2:3][NH:2]1.C(=O)([O-])[O-].[K+].[K+].[O:28]=[C:29]1[CH2:33][CH2:32][CH2:31][N:30]1[C:34](Cl)=[O:35], predict the reaction product. The product is: [O:28]=[C:29]1[CH2:33][CH2:32][CH2:31][N:30]1[C:34]([O:21][C:15]1[CH:16]=[C:17]([F:20])[CH:18]=[CH:19][C:14]=1/[CH:13]=[C:9]1\[C:10](=[O:12])[N:11]=[C:7]([N:1]2[CH2:6][CH2:5][CH2:4][CH2:3][NH:2]2)[S:8]\1)=[O:35]. (2) Given the reactants [C:1]([C:5]1[C:6]([OH:16])=[C:7]([C:11]([CH3:15])=[C:12]([Cl:14])[CH:13]=1)[C:8]([OH:10])=O)([CH3:4])([CH3:3])[CH3:2].[NH2:17][C:18]1[CH:23]=[CH:22][C:21]([S:24]([C:27]([F:30])([F:29])[F:28])(=[O:26])=[O:25])=[CH:20][C:19]=1[N:31]([CH2:35][CH2:36][CH3:37])[CH2:32][CH2:33][CH3:34], predict the reaction product. The product is: [C:1]([C:5]1[C:6]([OH:16])=[C:7]([C:11]([CH3:15])=[C:12]([Cl:14])[CH:13]=1)[C:8]([NH:17][C:18]1[CH:23]=[CH:22][C:21]([S:24]([C:27]([F:28])([F:29])[F:30])(=[O:25])=[O:26])=[CH:20][C:19]=1[N:31]([CH2:35][CH2:36][CH3:37])[CH2:32][CH2:33][CH3:34])=[O:10])([CH3:2])([CH3:3])[CH3:4].